Dataset: Reaction yield outcomes from USPTO patents with 853,638 reactions. Task: Predict the reaction yield, written as a fraction of the theoretical maximum amount of product (1.0 means a 100% yield; for example, 0.34 means a 34% yield). (1) The reactants are Cl[CH:2]1[NH+:11]2[CH2:12][CH2:13][C:14]3[C:19]([C:10]2=[CH:9][C:8]2[CH:7]=[CH:6][C:5]([O:23][CH3:24])=[C:4]([O:25][CH3:26])[C:3]1=2)=[CH:18][C:17]1[O:20][CH2:21][O:22][C:16]=1[CH:15]=3.[Cl-].[CH2:28]([Mg]Cl)[CH:29]=[CH2:30].O1C[CH2:36][CH2:35][CH2:34]1. The catalyst is C(OCC)C. The product is [CH2:28]([C:2]1([CH2:36][CH:35]=[CH2:34])[N:11]2[CH2:12][CH2:13][C:14]3[C:19]([C:10]2=[CH:9][C:8]2[CH:7]=[CH:6][C:5]([O:23][CH3:24])=[C:4]([O:25][CH3:26])[C:3]1=2)=[CH:18][C:17]1[O:20][CH2:21][O:22][C:16]=1[CH:15]=3)[CH:29]=[CH2:30]. The yield is 0.130. (2) The reactants are [NH2:1][C:2]1[CH:12]=[C:11]([O:13][CH2:14][CH2:15][O:16][CH3:17])[C:10]([O:18][CH2:19][CH2:20][O:21][CH3:22])=[CH:9][C:3]=1[C:4](OCC)=[O:5].Cl.[CH:24](N)=[NH:25]. The catalyst is C(N)=O. The product is [CH3:22][O:21][CH2:20][CH2:19][O:18][C:10]1[CH:9]=[C:3]2[C:2](=[CH:12][C:11]=1[O:13][CH2:14][CH2:15][O:16][CH3:17])[N:1]=[CH:24][NH:25][C:4]2=[O:5]. The yield is 0.560. (3) The reactants are [CH:1]([S:4][C:5]1[C:6]([CH2:11][NH:12][C:13](=[O:19])[O:14][C:15]([CH3:18])([CH3:17])[CH3:16])=[N:7][CH:8]=[CH:9][CH:10]=1)([CH3:3])[CH3:2].S(N1C=CN=C1)(C1C=CC(C)=CC=1)(=O)=[O:21].OO.[OH-:37].[Na+]. The catalyst is CO. The product is [CH:1]([S:4]([C:5]1[C:6]([CH2:11][NH:12][C:13](=[O:19])[O:14][C:15]([CH3:17])([CH3:16])[CH3:18])=[N:7][CH:8]=[CH:9][CH:10]=1)(=[O:21])=[O:37])([CH3:3])[CH3:2]. The yield is 0.900. (4) The reactants are Cl.[Cl:2][C:3]1[CH:8]=[CH:7][C:6]([N:9]2[CH:13]=[C:12]([C@@H:14]([NH:16]C(=O)OC(C)(C)C)[CH3:15])[N:11]=[N:10]2)=[CH:5][CH:4]=1. The catalyst is O1CCOCC1. The product is [Cl:2][C:3]1[CH:4]=[CH:5][C:6]([N:9]2[CH:13]=[C:12]([C@@H:14]([NH2:16])[CH3:15])[N:11]=[N:10]2)=[CH:7][CH:8]=1. The yield is 0.990. (5) The reactants are [CH3:1][C:2]1[CH:7]=[C:6]([CH3:8])[NH:5][C:4](=O)[C:3]=1[C:10]#[N:11].P(Cl)(Cl)([Cl:14])=O. No catalyst specified. The product is [Cl:14][C:4]1[N:5]=[C:6]([CH3:8])[CH:7]=[C:2]([CH3:1])[C:3]=1[C:10]#[N:11]. The yield is 0.900. (6) The yield is 0.650. The product is [F:1][C:2]1[C:32]([F:33])=[CH:31][C:5]2[N:6]([CH2:37][CH2:38][O:39][CH3:40])[C:7]([CH2:9][CH:10]3[CH2:15][CH2:14][CH2:13][CH2:12][N:11]3[C:16]([C:18]3[N:19]=[C:20]([CH3:30])[S:21][C:22]=3[C:23]3[CH:28]=[CH:27][C:26]([F:29])=[CH:25][CH:24]=3)=[O:17])=[N:8][C:4]=2[CH:3]=1. The catalyst is CN(C=O)C.[I-].[K+]. The reactants are [F:1][C:2]1[C:32]([F:33])=[CH:31][C:5]2[NH:6][C:7]([CH2:9][CH:10]3[CH2:15][CH2:14][CH2:13][CH2:12][N:11]3[C:16]([C:18]3[N:19]=[C:20]([CH3:30])[S:21][C:22]=3[C:23]3[CH:28]=[CH:27][C:26]([F:29])=[CH:25][CH:24]=3)=[O:17])=[N:8][C:4]=2[CH:3]=1.[H-].[Na+].Br[CH2:37][CH2:38][O:39][CH3:40].C(N(CC)C(C)C)(C)C. (7) The reactants are [N:1]1([C:7]2[CH:16]=[CH:15][CH:14]=[C:13]3[C:8]=2[C:9]([NH2:18])=[N:10][C:11]([NH2:17])=[N:12]3)[CH2:6][CH2:5][NH:4][CH2:3][CH2:2]1.[F:19][C:20]1[CH:28]=[CH:27][C:23]([C:24](Cl)=[O:25])=[CH:22][CH:21]=1. No catalyst specified. The product is [NH2:17][C:11]1[N:10]=[C:9]([NH2:18])[C:8]2[C:13](=[CH:14][CH:15]=[CH:16][C:7]=2[N:1]2[CH2:6][CH2:5][N:4]([C:24]([C:23]3[CH:27]=[CH:28][C:20]([F:19])=[CH:21][CH:22]=3)=[O:25])[CH2:3][CH2:2]2)[N:12]=1. The yield is 0.360.